From a dataset of Full USPTO retrosynthesis dataset with 1.9M reactions from patents (1976-2016). Predict the reactants needed to synthesize the given product. (1) Given the product [CH3:12][O:13][C:14]1[CH:19]=[CH:18][C:17]([O:20][CH:2]([CH2:8][CH2:9][CH2:10][CH3:11])[C:3]([OH:5])=[O:4])=[CH:16][CH:15]=1.[CH3:12][O:13][C:14]1[CH:19]=[CH:18][C:17]([O:20][CH:2]([CH2:8][CH2:9][CH2:10][CH3:11])[C:3]([NH:21][C:22]2[S:23][CH:24]=[CH:25][N:26]=2)=[O:5])=[CH:16][CH:15]=1, predict the reactants needed to synthesize it. The reactants are: O[CH:2]([CH2:8][CH2:9][CH2:10][CH3:11])[C:3]([O:5]CC)=[O:4].[CH3:12][O:13][C:14]1[CH:19]=[CH:18][C:17]([OH:20])=[CH:16][CH:15]=1.[NH2:21][C:22]1[S:23][CH:24]=[CH:25][N:26]=1. (2) Given the product [Br:18][C:19]1[CH:24]=[CH:23][C:22]([C:25]#[C:26][CH:2]=[CH:3][CH2:4][NH:5][C@@H:6]([C:8]2[C:17]3[C:12](=[CH:13][CH:14]=[CH:15][CH:16]=3)[CH:11]=[CH:10][CH:9]=2)[CH3:7])=[CH:21][CH:20]=1, predict the reactants needed to synthesize it. The reactants are: Br[CH:2]=[CH:3][CH2:4][NH:5][C@@H:6]([C:8]1[C:17]2[C:12](=[CH:13][CH:14]=[CH:15][CH:16]=2)[CH:11]=[CH:10][CH:9]=1)[CH3:7].[Br:18][C:19]1[CH:24]=[CH:23][C:22]([C:25]#[CH:26])=[CH:21][CH:20]=1. (3) Given the product [Cl:1][C:2]1[CH:3]=[CH:4][C:5]([O:17][CH2:18][C:19]2[CH:24]=[CH:23][CH:22]=[CH:21][CH:20]=2)=[C:6]([C:8]2[CH2:13][CH2:12][CH2:11][CH2:10][C:9]=2[C:31]2[N:30]=[C:29]([C:28]([O:27][CH2:25][CH3:26])=[O:36])[CH:34]=[CH:33][CH:32]=2)[CH:7]=1, predict the reactants needed to synthesize it. The reactants are: [Cl:1][C:2]1[CH:3]=[CH:4][C:5]([O:17][CH2:18][C:19]2[CH:24]=[CH:23][CH:22]=[CH:21][CH:20]=2)=[C:6]([C:8]2[CH2:13][CH2:12][CH2:11][CH2:10][C:9]=2B(O)O)[CH:7]=1.[CH2:25]([O:27][C:28](=[O:36])[C:29]1[CH:34]=[CH:33][CH:32]=[C:31](Br)[N:30]=1)[CH3:26].C(=O)([O-])[O-].[K+].[K+].C1(C)C=CC=CC=1.C(O)C. (4) The reactants are: [S:1]1[CH:5]=[CH:4][CH:3]=[C:2]1B(O)O.Cl[C:10]1[CH:15]=[CH:14][C:13]([C:16]([F:19])([F:18])[F:17])=[CH:12][N:11]=1.C(=O)([O-])[O-].[K+].[K+].O. Given the product [S:1]1[CH:5]=[CH:4][CH:3]=[C:2]1[C:10]1[CH:15]=[CH:14][C:13]([C:16]([F:19])([F:18])[F:17])=[CH:12][N:11]=1, predict the reactants needed to synthesize it. (5) Given the product [OH:29][C@H:24]1[CH2:25][CH2:26][CH2:27][CH2:28][C@@H:23]1[N:13]1[C:12](=[O:30])[C:11]2[C:16](=[C:17]3[CH:22]=[CH:21][CH:20]=[CH:19][C:18]3=[C:9]([CH2:8][C:5]3[CH:6]=[N:7][C:2]([CH3:34])=[CH:3][CH:4]=3)[CH:10]=2)[N:15]=[CH:14]1, predict the reactants needed to synthesize it. The reactants are: Cl[C:2]1[N:7]=[CH:6][C:5]([CH2:8][C:9]2[CH:10]=[C:11]3[C:16](=[C:17]4[CH:22]=[CH:21][CH:20]=[CH:19][C:18]=24)[N:15]=[CH:14][N:13]([C@H:23]2[CH2:28][CH2:27][CH2:26][CH2:25][C@@H:24]2[OH:29])[C:12]3=[O:30])=[CH:4][CH:3]=1.[Cl-].C[Zn+].[CH2:34](Cl)Cl.O. (6) The reactants are: C[O:2][C:3](=[O:38])[CH2:4][CH2:5][CH2:6][N:7]1[CH2:12][CH2:11][CH2:10][C@@H:9]([O:13][C:14]2[C:15]3[C:22]([C:23]4[CH:28]=[CH:27][C:26]([O:29][CH3:30])=[CH:25][CH:24]=4)=[C:21]([C:31]4[CH:36]=[CH:35][CH:34]=[CH:33][C:32]=4[F:37])[O:20][C:16]=3[N:17]=[CH:18][N:19]=2)[CH2:8]1.[OH-].[Na+].Cl.C(OCC)(=O)C. Given the product [F:37][C:32]1[CH:33]=[CH:34][CH:35]=[CH:36][C:31]=1[C:21]1[O:20][C:16]2[N:17]=[CH:18][N:19]=[C:14]([O:13][C@@H:9]3[CH2:10][CH2:11][CH2:12][N:7]([CH2:6][CH2:5][CH2:4][C:3]([OH:38])=[O:2])[CH2:8]3)[C:15]=2[C:22]=1[C:23]1[CH:28]=[CH:27][C:26]([O:29][CH3:30])=[CH:25][CH:24]=1, predict the reactants needed to synthesize it. (7) Given the product [CH2:15]([O:14][C:13]1[C:8]([C:6]([OH:7])=[O:5])=[N:9][C:10]([CH2:23][C:24]2([C:29]3[CH:30]=[CH:31][C:32]([Cl:35])=[CH:33][CH:34]=3)[CH2:25][CH2:26][CH2:27][CH2:28]2)=[N:11][C:12]=1[OH:22])[C:16]1[CH:21]=[CH:20][CH:19]=[CH:18][CH:17]=1, predict the reactants needed to synthesize it. The reactants are: C([O:5][C:6]([C:8]1[C:13]([O:14][CH2:15][C:16]2[CH:21]=[CH:20][CH:19]=[CH:18][CH:17]=2)=[C:12]([OH:22])[N:11]=[C:10]([CH2:23][C:24]2([C:29]3[CH:34]=[CH:33][C:32]([Cl:35])=[CH:31][CH:30]=3)[CH2:28][CH2:27][CH2:26][CH2:25]2)[N:9]=1)=[O:7])(C)(C)C.C(OC1C(C(O)=O)=NC(CC2C=CC=CC=2C2C=CC=CC=2)=NC=1O)C1C=CC=CC=1. (8) Given the product [F:1][C:2]1[CH:3]=[C:4]([O:10][CH3:11])[C:5]([O:8][CH3:9])=[CH:6][C:7]=1[S:12]([Cl:15])(=[O:13])=[O:16], predict the reactants needed to synthesize it. The reactants are: [F:1][C:2]1[CH:3]=[C:4]([O:10][CH3:11])[C:5]([O:8][CH3:9])=[CH:6][CH:7]=1.[S:12]([Cl:15])(Cl)=[O:13].[OH2:16].